Predict the reaction yield, written as a fraction of the theoretical maximum amount of product (1.0 means a 100% yield; for example, 0.34 means a 34% yield). From a dataset of Reaction yield outcomes from USPTO patents with 853,638 reactions. (1) The reactants are [CH3:1][C:2]([O:5][C:6]([NH:8][C:9]([O:11][C:12]([CH3:15])([CH3:14])[CH3:13])=[O:10])=[O:7])([CH3:4])[CH3:3].C(=O)([O-])[O-].[Cs+].[Cs+].Br[CH2:23][CH2:24][CH:25]=[CH2:26]. The catalyst is CC(=O)CC.[I-].[Li+]. The product is [CH2:26]([N:8]([C:9]([O:11][C:12]([CH3:15])([CH3:14])[CH3:13])=[O:10])[C:6]([O:5][C:2]([CH3:1])([CH3:3])[CH3:4])=[O:7])[CH2:25][CH:24]=[CH2:23]. The yield is 0.930. (2) The reactants are [Cl:1][C:2]1[CH:7]=[CH:6][C:5]([C@H:8]([C:21]([N:23]2[CH2:28][CH2:27][N:26]([C:29]3[C:34]([C:35]4[CH:40]=[CH:39][C:38]([F:41])=[CH:37][CH:36]=4)=[CH:33][N:32]=[C:31]4[NH:42][CH:43]=[CH:44][C:30]=34)[CH2:25][CH2:24]2)=[O:22])[CH2:9][N:10]([CH:18]([CH3:20])[CH3:19])C(=O)OC(C)(C)C)=[CH:4][CH:3]=1. The catalyst is C(O)(C(F)(F)F)=O. The product is [Cl:1][C:2]1[CH:7]=[CH:6][C:5]([C@@H:8]([CH2:9][NH:10][CH:18]([CH3:20])[CH3:19])[C:21]([N:23]2[CH2:24][CH2:25][N:26]([C:29]3[C:34]([C:35]4[CH:40]=[CH:39][C:38]([F:41])=[CH:37][CH:36]=4)=[CH:33][N:32]=[C:31]4[NH:42][CH:43]=[CH:44][C:30]=34)[CH2:27][CH2:28]2)=[O:22])=[CH:4][CH:3]=1. The yield is 0.910. (3) The reactants are [F:1][C:2]1[CH:7]=[CH:6][C:5]([C:8]2[C:16]3[C:11](=[CH:12][CH:13]=[C:14]([C:17]([OH:19])=O)[CH:15]=3)[NH:10][N:9]=2)=[CH:4][CH:3]=1.O.ON1C2C=CC=CC=2N=N1.Cl.CN(C)CCCN=C=NCC.[NH2:43][CH2:44][CH2:45][CH2:46][OH:47]. The catalyst is O1CCCC1.O.CN(C)C=O. The product is [F:1][C:2]1[CH:3]=[CH:4][C:5]([C:8]2[C:16]3[C:11](=[CH:12][CH:13]=[C:14]([C:17]([NH:43][CH2:44][CH2:45][CH2:46][OH:47])=[O:19])[CH:15]=3)[NH:10][N:9]=2)=[CH:6][CH:7]=1. The yield is 0.780. (4) The reactants are [CH:1]([C:3]([CH:5]=[CH2:6])=[O:4])=[CH2:2].[NH2:7][C@H:8]1[CH2:39][CH2:38][C:11]2[N:12]=[C:13]([NH:15][C:16](=[O:37])[C:17]3[CH:22]=[CH:21][CH:20]=[C:19]([CH2:23][N:24]4[CH:28]=[C:27]([C:29]5[CH:34]=[CH:33][C:32]([C:35]#[N:36])=[CH:31][CH:30]=5)[CH:26]=[N:25]4)[CH:18]=3)[S:14][C:10]=2[CH2:9]1. The catalyst is C(Cl)Cl.CO. The product is [C:35]([C:32]1[CH:31]=[CH:30][C:29]([C:27]2[CH:26]=[N:25][N:24]([CH2:23][C:19]3[CH:18]=[C:17]([CH:22]=[CH:21][CH:20]=3)[C:16]([NH:15][C:13]3[S:14][C:10]4[CH2:9][C@@H:8]([N:7]5[CH2:6][CH2:5][C:3](=[O:4])[CH2:1][CH2:2]5)[CH2:39][CH2:38][C:11]=4[N:12]=3)=[O:37])[CH:28]=2)=[CH:34][CH:33]=1)#[N:36]. The yield is 0.300. (5) The reactants are Cl.[NH:2]1[CH2:7][CH2:6][CH:5]([CH2:8][CH2:9][CH2:10][N:11]2[CH2:21][C:20]3[N:22]4[C:13](=[CH:14][N:15]=[C:16]4[CH:17]=[CH:18][CH:19]=3)[C:12]2=[O:23])[CH2:4][CH2:3]1.C1CCN2C(=NCCC2)CC1.C(N(CC)CC)C.C1C=CC(N([S:49]([C:52]([F:55])([F:54])[F:53])(=[O:51])=[O:50])[S:49]([C:52]([F:55])([F:54])[F:53])(=[O:51])=[O:50])=CC=1. The catalyst is C(#N)C. The product is [F:53][C:52]([F:55])([F:54])[S:49]([N:2]1[CH2:7][CH2:6][CH:5]([CH2:8][CH2:9][CH2:10][N:11]2[CH2:21][C:20]3[N:22]4[C:13](=[CH:14][N:15]=[C:16]4[CH:17]=[CH:18][CH:19]=3)[C:12]2=[O:23])[CH2:4][CH2:3]1)(=[O:51])=[O:50]. The yield is 0.683.